From a dataset of Full USPTO retrosynthesis dataset with 1.9M reactions from patents (1976-2016). Predict the reactants needed to synthesize the given product. (1) Given the product [CH2:1]([O:8][C:9]1[C:17]([O:18][CH:19]([CH3:21])[CH3:20])=[C:16]([N+:22]([O-:24])=[O:23])[CH:15]=[CH:14][C:10]=1[C:11]([OH:13])=[O:12])[C:2]1[CH:7]=[CH:6][CH:5]=[CH:4][CH:3]=1, predict the reactants needed to synthesize it. The reactants are: [CH2:1]([O:8][C:9]1[C:17]([O:18][CH:19]([CH3:21])[CH3:20])=[C:16]([N+:22]([O-:24])=[O:23])[CH:15]=[CH:14][C:10]=1[C:11]([O-:13])=[O:12])[C:2]1[CH:7]=[CH:6][CH:5]=[CH:4][CH:3]=1.[Li+].[OH-].Cl. (2) Given the product [CH3:32][O:33][C:34]([C@@H:36]1[CH2:40][C@H:39]([O:3][S:2]([CH3:1])(=[O:5])=[O:4])[CH2:38][N:37]1[S:42]([C:45]1[CH:54]=[CH:53][C:52]2[C:47](=[CH:48][CH:49]=[CH:50][CH:51]=2)[CH:46]=1)(=[O:44])=[O:43])=[O:35], predict the reactants needed to synthesize it. The reactants are: [CH3:1][S:2]([OH:5])(=[O:4])=[O:3].C(N(CC)CC)C.C1(P(C2C=CC=CC=2)C2C=CC=CC=2)C=CC=CC=1.[CH3:32][O:33][C:34]([C@@H:36]1[CH2:40][C@@H:39](O)[CH2:38][N:37]1[S:42]([C:45]1[CH:54]=[CH:53][C:52]2[C:47](=[CH:48][CH:49]=[CH:50][CH:51]=2)[CH:46]=1)(=[O:44])=[O:43])=[O:35].N(C(OC(C)C)=O)=NC(OC(C)C)=O. (3) The reactants are: [C:1]([O:5][C:6]([N:8]1[CH2:13][CH2:12][N:11]([C:14]([C:16]2[C:17]3[C:25]([CH:26]=[CH2:27])=[N:24][N:23]([CH:28]4[CH2:33][CH2:32][CH2:31][CH2:30][O:29]4)[C:18]=3[N:19]=[C:20]([Cl:22])[CH:21]=2)=[O:15])[CH2:10][CH2:9]1)=[O:7])([CH3:4])([CH3:3])[CH3:2].I[C:35]1[CH:36]=[C:37]([CH:42]=[CH:43][CH:44]=1)[CH2:38][N:39]([CH3:41])[CH3:40].C(=O)([O-])O.[Na+].CN(C)C=O. Given the product [C:1]([O:5][C:6]([N:8]1[CH2:13][CH2:12][N:11]([C:14]([C:16]2[C:17]3[C:25](/[CH:26]=[CH:27]/[C:35]4[CH:44]=[CH:43][CH:42]=[C:37]([CH2:38][N:39]([CH3:41])[CH3:40])[CH:36]=4)=[N:24][N:23]([CH:28]4[CH2:33][CH2:32][CH2:31][CH2:30][O:29]4)[C:18]=3[N:19]=[C:20]([Cl:22])[CH:21]=2)=[O:15])[CH2:10][CH2:9]1)=[O:7])([CH3:2])([CH3:3])[CH3:4], predict the reactants needed to synthesize it. (4) Given the product [CH3:64][S:65]([O:68][CH2:69][C:70]([CH3:119])([O:120][C:1]([O:2][CH2:3][C:4]#[CH:5])=[O:58])[C:71](=[O:118])[C@H:72]([CH2:114][CH:115]([CH3:116])[CH3:117])[NH:73][C:74](=[O:113])[C@H:75]([CH2:106][C:107]1[CH:112]=[CH:111][CH:110]=[CH:109][CH:108]=1)[NH:76][C:77](=[O:105])[C@H:78]([CH2:101][CH:102]([CH3:104])[CH3:103])[NH:79][C:80](=[O:100])[C@H:81]([CH2:92][CH2:93][C:94]1[CH:99]=[CH:98][CH:97]=[CH:96][CH:95]=1)[NH:82][C:83](=[O:91])[CH2:84][N:85]1[CH2:86][CH2:87][O:88][CH2:89][CH2:90]1)(=[O:66])=[O:67], predict the reactants needed to synthesize it. The reactants are: [C:1](=O)([O-:58])[O:2][CH:3]([C@](C)(CI)C(=O)[C@H](CC(C)C)NC(=O)[C@H](CC1C=CC=CC=1)NC(=O)[C@H](CC(C)C)NC(=O)[C@H](CCC1C=CC=CC=1)NC(=O)CN1CCOCC1)[C:4]#[CH:5].C(O)C#C.[CH3:64][S:65]([O:68][CH2:69][C@:70]([OH:120])([CH3:119])[C:71](=[O:118])[C@H:72]([CH2:114][CH:115]([CH3:117])[CH3:116])[NH:73][C:74](=[O:113])[C@H:75]([CH2:106][C:107]1[CH:112]=[CH:111][CH:110]=[CH:109][CH:108]=1)[NH:76][C:77](=[O:105])[C@H:78]([CH2:101][CH:102]([CH3:104])[CH3:103])[NH:79][C:80](=[O:100])[C@H:81]([CH2:92][CH2:93][C:94]1[CH:99]=[CH:98][CH:97]=[CH:96][CH:95]=1)[NH:82][C:83](=[O:91])[CH2:84][N:85]1[CH2:90][CH2:89][O:88][CH2:87][CH2:86]1)(=[O:67])=[O:66]. (5) Given the product [C:3]([O:7][C:8]([N:10]1[CH2:11][C@@H:12]([O:36][C:38]2[CH:43]=[CH:42][C:41]([C:44]([F:47])([F:46])[F:45])=[CH:40][CH:39]=2)[C@H:13]([CH2:15][N:16]([CH:33]([CH3:34])[CH3:35])[C:17](=[O:32])[C:18]2[CH:23]=[CH:22][C:21]([O:24][CH3:25])=[C:20]([O:26][CH2:27][CH2:28][CH2:29][O:30][CH3:31])[CH:19]=2)[CH2:14]1)=[O:9])([CH3:5])([CH3:6])[CH3:4], predict the reactants needed to synthesize it. The reactants are: [H-].[Na+].[C:3]([O:7][C:8]([N:10]1[CH2:14][C@@H:13]([CH2:15][N:16]([CH:33]([CH3:35])[CH3:34])[C:17](=[O:32])[C:18]2[CH:23]=[CH:22][C:21]([O:24][CH3:25])=[C:20]([O:26][CH2:27][CH2:28][CH2:29][O:30][CH3:31])[CH:19]=2)[C@H:12]([OH:36])[CH2:11]1)=[O:9])([CH3:6])([CH3:5])[CH3:4].F[C:38]1[CH:43]=[CH:42][C:41]([C:44]([F:47])([F:46])[F:45])=[CH:40][CH:39]=1.C([O-])(O)=O.[Na+].